This data is from NCI-60 drug combinations with 297,098 pairs across 59 cell lines. The task is: Regression. Given two drug SMILES strings and cell line genomic features, predict the synergy score measuring deviation from expected non-interaction effect. (1) Drug 1: CN(CC1=CN=C2C(=N1)C(=NC(=N2)N)N)C3=CC=C(C=C3)C(=O)NC(CCC(=O)O)C(=O)O. Drug 2: C1CC(=O)NC(=O)C1N2C(=O)C3=CC=CC=C3C2=O. Cell line: CCRF-CEM. Synergy scores: CSS=34.5, Synergy_ZIP=-2.05, Synergy_Bliss=-8.33, Synergy_Loewe=-44.7, Synergy_HSA=-9.17. (2) Drug 1: C1CC(CCC1OC2=C(C(=CC=C2)Cl)F)(CC3=NC(=CC=C3)NC4=NC=CS4)C(=O)O. Drug 2: CNC(=O)C1=NC=CC(=C1)OC2=CC=C(C=C2)NC(=O)NC3=CC(=C(C=C3)Cl)C(F)(F)F. Cell line: UACC62. Synergy scores: CSS=56.8, Synergy_ZIP=2.28, Synergy_Bliss=5.33, Synergy_Loewe=2.01, Synergy_HSA=7.48. (3) Drug 1: CCCS(=O)(=O)NC1=C(C(=C(C=C1)F)C(=O)C2=CNC3=C2C=C(C=N3)C4=CC=C(C=C4)Cl)F. Drug 2: CN(C)N=NC1=C(NC=N1)C(=O)N. Cell line: HCC-2998. Synergy scores: CSS=-12.5, Synergy_ZIP=5.52, Synergy_Bliss=0.0141, Synergy_Loewe=-12.0, Synergy_HSA=-11.8. (4) Cell line: PC-3. Synergy scores: CSS=19.3, Synergy_ZIP=-9.45, Synergy_Bliss=-6.83, Synergy_Loewe=-1.12, Synergy_HSA=-0.396. Drug 2: CN(CCCl)CCCl.Cl. Drug 1: C1CN1C2=NC(=NC(=N2)N3CC3)N4CC4. (5) Drug 1: C1CC(=O)NC(=O)C1N2CC3=C(C2=O)C=CC=C3N. Drug 2: COC1=CC(=CC(=C1O)OC)C2C3C(COC3=O)C(C4=CC5=C(C=C24)OCO5)OC6C(C(C7C(O6)COC(O7)C8=CC=CS8)O)O. Cell line: RPMI-8226. Synergy scores: CSS=56.4, Synergy_ZIP=-4.54, Synergy_Bliss=-5.24, Synergy_Loewe=-17.3, Synergy_HSA=0.991. (6) Drug 1: CCCS(=O)(=O)NC1=C(C(=C(C=C1)F)C(=O)C2=CNC3=C2C=C(C=N3)C4=CC=C(C=C4)Cl)F. Drug 2: B(C(CC(C)C)NC(=O)C(CC1=CC=CC=C1)NC(=O)C2=NC=CN=C2)(O)O. Cell line: HS 578T. Synergy scores: CSS=4.85, Synergy_ZIP=5.12, Synergy_Bliss=9.67, Synergy_Loewe=2.30, Synergy_HSA=3.11. (7) Drug 1: C1=C(C(=O)NC(=O)N1)F. Drug 2: CN1C(=O)N2C=NC(=C2N=N1)C(=O)N. Cell line: CCRF-CEM. Synergy scores: CSS=9.09, Synergy_ZIP=-16.8, Synergy_Bliss=-20.9, Synergy_Loewe=-32.0, Synergy_HSA=-24.7. (8) Drug 1: CC1=C(C(CCC1)(C)C)C=CC(=CC=CC(=CC(=O)O)C)C. Drug 2: C1CC(C1)(C(=O)O)C(=O)O.[NH2-].[NH2-].[Pt+2]. Cell line: OVCAR-4. Synergy scores: CSS=1.79, Synergy_ZIP=-2.03, Synergy_Bliss=-3.50, Synergy_Loewe=-2.29, Synergy_HSA=-2.15.